This data is from Full USPTO retrosynthesis dataset with 1.9M reactions from patents (1976-2016). The task is: Predict the reactants needed to synthesize the given product. Given the product [O:1]=[C:2]1[N:6]([CH2:32][CH3:33])[C:5]([C:12]2[CH:13]=[CH:14][CH:15]=[CH:16][CH:17]=2)([CH2:7][O:8][CH2:9][CH:10]=[CH2:11])[C:4](=[O:18])[N:3]1[C:19]1[CH:26]=[CH:25][C:22]([C:23]#[N:24])=[C:21]([C:27]([F:30])([F:28])[F:29])[CH:20]=1, predict the reactants needed to synthesize it. The reactants are: [O:1]=[C:2]1[NH:6][C:5]([C:12]2[CH:17]=[CH:16][CH:15]=[CH:14][CH:13]=2)([CH2:7][O:8][CH2:9][CH:10]=[CH2:11])[C:4](=[O:18])[N:3]1[C:19]1[CH:26]=[CH:25][C:22]([C:23]#[N:24])=[C:21]([C:27]([F:30])([F:29])[F:28])[CH:20]=1.I[CH2:32][CH3:33].